Dataset: Forward reaction prediction with 1.9M reactions from USPTO patents (1976-2016). Task: Predict the product of the given reaction. (1) Given the reactants [Cl:1][C:2]1[CH:3]=[N:4][N:5]([CH3:38])[C:6]=1[C:7]1[CH:8]=[C:9]([C:13]([NH:15][C@H:16]([CH2:26][N:27]2C(=O)C3C(=CC=CC=3)C2=O)[CH2:17][C:18]2[CH:23]=[CH:22][C:21]([F:24])=[C:20]([F:25])[CH:19]=2)=[O:14])[O:10][C:11]=1[CH3:12].NN, predict the reaction product. The product is: [NH2:27][CH2:26][C@@H:16]([NH:15][C:13]([C:9]1[O:10][C:11]([CH3:12])=[C:7]([C:6]2[N:5]([CH3:38])[N:4]=[CH:3][C:2]=2[Cl:1])[CH:8]=1)=[O:14])[CH2:17][C:18]1[CH:23]=[CH:22][C:21]([F:24])=[C:20]([F:25])[CH:19]=1. (2) Given the reactants F[B-](F)(F)F.N1([O:15][C:16]([N:20](C)C)=[N+:17]([CH3:19])[CH3:18])C2C=CC=CC=2N=N1, predict the reaction product. The product is: [CH3:19][N:17]([C:16]([N:20]=[N:20][C:16]([N:17]([CH3:18])[CH3:19])=[O:15])=[O:15])[CH3:18]. (3) Given the reactants Br[CH2:2][C:3]1[C:12]2[C:7](=[C:8]([F:14])[C:9]([F:13])=[CH:10][CH:11]=2)[NH:6][C:5](=[O:15])[CH:4]=1.[F:16][C:17]([F:34])([F:33])[C:18]1[CH:23]=[CH:22][CH:21]=[CH:20][C:19]=1[C:24]1[NH:28][C:27]2[CH:29]=[CH:30][CH:31]=[CH:32][C:26]=2[N:25]=1, predict the reaction product. The product is: [F:13][C:9]1[C:8]([F:14])=[C:7]2[C:12]([C:3]([CH2:2][N:25]3[C:26]4[CH:32]=[CH:31][CH:30]=[CH:29][C:27]=4[N:28]=[C:24]3[C:19]3[CH:20]=[CH:21][CH:22]=[CH:23][C:18]=3[C:17]([F:16])([F:34])[F:33])=[CH:4][C:5](=[O:15])[NH:6]2)=[CH:11][CH:10]=1. (4) Given the reactants [CH2:1]([NH:3][C:4](N1C=CN=C1)=[O:5])[CH3:2].Cl.[C@@H:12]12[NH:19][C@@H:16]([CH2:17][CH2:18]1)[CH2:15][N:14]([C:20]1[CH:25]=[CH:24][N:23]=[C:22]([NH:26][C:27]3[CH:28]=[C:29]([F:37])[C:30]([C:33]([NH:35][CH3:36])=[O:34])=[N:31][CH:32]=3)[N:21]=1)[CH2:13]2, predict the reaction product. The product is: [CH2:1]([NH:3][C:4]([N:19]1[C@H:16]2[CH2:17][CH2:18][C@@H:12]1[CH2:13][N:14]([C:20]1[CH:25]=[CH:24][N:23]=[C:22]([NH:26][C:27]3[CH:32]=[N:31][C:30]([C:33](=[O:34])[NH:35][CH3:36])=[C:29]([F:37])[CH:28]=3)[N:21]=1)[CH2:15]2)=[O:5])[CH3:2]. (5) Given the reactants [NH2:1][C:2]1[N:7]=[C:6]([Cl:8])[CH:5]=[C:4](Cl)[N:3]=1.C1(P(C2C=CC=CC=2)C2C=CC=CC=2)C=CC=CC=1.C(=O)(O)[O-].[Na+].[CH3:34][O:35][C:36](=[O:55])[C:37]1[CH:42]=[C:41](B2OC(C)(C)C(C)(C)O2)[C:40]([CH3:52])=[CH:39][C:38]=1[O:53][CH3:54], predict the reaction product. The product is: [CH3:34][O:35][C:36](=[O:55])[C:37]1[CH:42]=[C:41]([C:4]2[CH:5]=[C:6]([Cl:8])[N:7]=[C:2]([NH2:1])[N:3]=2)[C:40]([CH3:52])=[CH:39][C:38]=1[O:53][CH3:54]. (6) Given the reactants [F:1][C:2]([F:12])([F:11])[C:3]1[CH:8]=[CH:7][C:6]([CH2:9][NH2:10])=[CH:5][CH:4]=1.[Cl:13][C:14]1[CH:19]=[CH:18][CH:17]=[CH:16][C:15]=1[CH2:20][N:21]1[C:26](=[O:27])[C:25]([C:28]([NH:30][CH2:31][C:32]([O:34]CC)=[O:33])=[O:29])=[C:24]([OH:37])[C:23]([C:38](OC)=[O:39])=[C:22]1[OH:42], predict the reaction product. The product is: [Cl:13][C:14]1[CH:19]=[CH:18][CH:17]=[CH:16][C:15]=1[CH2:20][N:21]1[C:22]([OH:42])=[C:23]([C:38]([NH:10][CH2:9][C:6]2[CH:5]=[CH:4][C:3]([C:2]([F:11])([F:12])[F:1])=[CH:8][CH:7]=2)=[O:39])[C:24]([OH:37])=[C:25]([C:28]([NH:30][CH2:31][C:32]([OH:34])=[O:33])=[O:29])[C:26]1=[O:27].